Dataset: Reaction yield outcomes from USPTO patents with 853,638 reactions. Task: Predict the reaction yield, written as a fraction of the theoretical maximum amount of product (1.0 means a 100% yield; for example, 0.34 means a 34% yield). (1) The reactants are [OH:1][N:2]=[C:3]([C:5]1[CH:13]=[CH:12][C:8]2NC=N[C:7]=2[CH:6]=1)[NH2:4].C(C1C=C2C([CH2:20][CH2:21][N:22]([C:26]([O:28][C:29]([CH3:32])([CH3:31])[CH3:30])=[O:27])[CH2:23]2)=CC=1)#N. No catalyst specified. The product is [NH2:4][C:3](=[N:2][OH:1])[C:5]1[CH:6]=[C:7]2[C:8]([CH2:20][CH2:21][N:22]([C:26]([O:28][C:29]([CH3:30])([CH3:32])[CH3:31])=[O:27])[CH2:23]2)=[CH:12][CH:13]=1. The yield is 0.800. (2) The product is [CH3:29][O:30][C:31](=[O:49])[C:32]1[CH:37]=[CH:36][CH:35]=[CH:34][C:33]=1[O:38][C:39]1[CH:44]=[CH:43][CH:42]=[C:41]([O:45][CH2:18][CH2:17][CH2:16][O:15][C:13]2[CH:14]=[C:9]([OH:8])[C:10]([N:22]3[CH:23]=[CH:24][CH:25]=[CH:26]3)=[CH:11][C:12]=2[CH2:20][CH3:21])[C:40]=1[CH2:46][CH2:47][CH3:48]. The reactants are C([O:8][C:9]1[CH:14]=[C:13]([O:15][CH2:16][CH2:17][CH2:18]Cl)[C:12]([CH2:20][CH3:21])=[CH:11][C:10]=1[N:22]1[CH:26]=[CH:25][CH:24]=[CH:23]1)C1C=CC=CC=1.[I-].[Na+].[CH3:29][O:30][C:31](=[O:49])[C:32]1[CH:37]=[CH:36][CH:35]=[CH:34][C:33]=1[O:38][C:39]1[CH:44]=[CH:43][CH:42]=[C:41]([OH:45])[C:40]=1[CH2:46][CH2:47][CH3:48].C(=O)([O-])[O-].[K+].[K+]. The catalyst is CC(=O)CC.C(OCC)(=O)C.O. The yield is 0.370. (3) The reactants are [CH:1]12[NH:8][CH:5]([CH2:6][CH2:7]1)[CH2:4][CH2:3][CH2:2]2.N1C=CC=CC=1.[Cl:15][C:16](Cl)([O:18]C(=O)OC(Cl)(Cl)Cl)Cl. The catalyst is C(Cl)Cl. The product is [CH:5]12[N:8]([C:16]([Cl:15])=[O:18])[CH:1]([CH2:7][CH2:6]1)[CH2:2][CH2:3][CH2:4]2. The yield is 0.700. (4) The product is [Cl:3][CH2:6][CH2:7][N:8]1[CH2:13][CH2:12][N:11]([C:14]2[CH:19]=[CH:18][CH:17]=[CH:16][C:15]=2[F:20])[CH2:10][CH2:9]1. The yield is 0.180. The catalyst is C1C=CC=CC=1. The reactants are S(Cl)([Cl:3])=O.O[CH2:6][CH2:7][N:8]1[CH2:13][CH2:12][N:11]([C:14]2[CH:19]=[CH:18][CH:17]=[CH:16][C:15]=2[F:20])[CH2:10][CH2:9]1.N1C=CC=CC=1. (5) The reactants are BrCCBr.Cl[Si](C)(C)C.Br[C:11]1[S:12][CH:13]=[CH:14][N:15]=1.[CH3:16][O:17][C:18](=[O:33])[C:19]1[CH:31]=[C:30](I)[CH:29]=[C:21]([C:22]([N:24]([CH3:28])[CH2:25][CH2:26][CH3:27])=[O:23])[CH:20]=1. The catalyst is C1COCC1.[Zn].C1C=CC(/C=C/C(/C=C/C2C=CC=CC=2)=O)=CC=1.C1C=CC(/C=C/C(/C=C/C2C=CC=CC=2)=O)=CC=1.C1C=CC(/C=C/C(/C=C/C2C=CC=CC=2)=O)=CC=1.[Pd].[Pd]. The product is [CH3:16][O:17][C:18](=[O:33])[C:19]1[CH:31]=[C:30]([C:11]2[S:12][CH:13]=[CH:14][N:15]=2)[CH:29]=[C:21]([C:22]([N:24]([CH3:28])[CH2:25][CH2:26][CH3:27])=[O:23])[CH:20]=1. The yield is 0.950. (6) The reactants are Cl.[CH2:2]([NH2:4])[CH3:3].CCN(C(C)C)C(C)C.[CH3:14][C:15]([C:19]1[N:23]([CH2:24][CH:25]2[CH2:30][CH2:29][O:28][CH2:27][CH2:26]2)[C:22]2[CH:31]=[CH:32][C:33]([S:35]([N:38]3[CH:42]=[C:41]([C:43]([OH:45])=O)[CH:40]=[N:39]3)(=[O:37])=[O:36])=[CH:34][C:21]=2[N:20]=1)([CH3:18])[CH2:16][CH3:17].CN(C(ON1N=NC2C=CC=NC1=2)=[N+](C)C)C.F[P-](F)(F)(F)(F)F. The catalyst is CN(C=O)C. The product is [CH3:14][C:15]([C:19]1[N:23]([CH2:24][CH:25]2[CH2:30][CH2:29][O:28][CH2:27][CH2:26]2)[C:22]2[CH:31]=[CH:32][C:33]([S:35]([N:38]3[CH:42]=[C:41]([C:43]([NH:4][CH2:2][CH3:3])=[O:45])[CH:40]=[N:39]3)(=[O:37])=[O:36])=[CH:34][C:21]=2[N:20]=1)([CH3:18])[CH2:16][CH3:17]. The yield is 0.610.